Dataset: Full USPTO retrosynthesis dataset with 1.9M reactions from patents (1976-2016). Task: Predict the reactants needed to synthesize the given product. (1) The reactants are: [CH3:1][N:2]1[C@@H:6]([CH2:7][C:8]2[C:12]3[CH:13]=[C:14]([CH2:17][CH2:18][S:19]([C:22]4[CH:23]=[CH:24][CH:25]=[CH:26][CH:27]=4)(=[O:21])=[O:20])[CH:15]=[CH:16][C:11]=3[NH:10][CH:9]=2)[CH2:5][CH2:4][CH2:3]1.[BrH:28]. Given the product [CH3:1][N:2]1[C@@H:6]([CH2:7][C:8]2[C:12]3[CH:13]=[C:14]([CH2:17][CH2:18][S:19]([C:22]4[CH:27]=[CH:26][CH:25]=[CH:24][CH:23]=4)(=[O:20])=[O:21])[CH:15]=[CH:16][C:11]=3[NH:10][CH:9]=2)[CH2:5][CH2:4][CH2:3]1.[BrH:28], predict the reactants needed to synthesize it. (2) The reactants are: [CH3:1][C:2]1[CH:7]=[C:6]([C:8]2[C:16]3[C:11](=[CH:12][CH:13]=[C:14]([C:17](O)=[O:18])[CH:15]=3)[N:10]([C:20]([C:33]3[CH:38]=[CH:37][CH:36]=[CH:35][CH:34]=3)([C:27]3[CH:32]=[CH:31][CH:30]=[CH:29][CH:28]=3)[C:21]3[CH:26]=[CH:25][CH:24]=[CH:23][CH:22]=3)[N:9]=2)[CH:5]=[CH:4][N:3]=1.Cl.[CH2:40]([NH:47][C:48]1([CH2:55][C:56]2[CH:61]=[CH:60][CH:59]=[CH:58][C:57]=2[F:62])[CH2:53][CH2:52][CH2:51][CH:50]([NH2:54])[CH2:49]1)[C:41]1[CH:46]=[CH:45][CH:44]=[CH:43][CH:42]=1.CN(C(ON1N=NC2C=CC=NC1=2)=[N+](C)C)C.F[P-](F)(F)(F)(F)F.CCN(C(C)C)C(C)C. Given the product [CH2:40]([NH:47][C:48]1([CH2:55][C:56]2[CH:61]=[CH:60][CH:59]=[CH:58][C:57]=2[F:62])[CH2:53][CH2:52][CH2:51][CH:50]([NH:54][C:17]([C:14]2[CH:15]=[C:16]3[C:11](=[CH:12][CH:13]=2)[N:10]([C:20]([C:21]2[CH:22]=[CH:23][CH:24]=[CH:25][CH:26]=2)([C:27]2[CH:32]=[CH:31][CH:30]=[CH:29][CH:28]=2)[C:33]2[CH:34]=[CH:35][CH:36]=[CH:37][CH:38]=2)[N:9]=[C:8]3[C:6]2[CH:5]=[CH:4][N:3]=[C:2]([CH3:1])[CH:7]=2)=[O:18])[CH2:49]1)[C:41]1[CH:42]=[CH:43][CH:44]=[CH:45][CH:46]=1, predict the reactants needed to synthesize it. (3) The reactants are: [C:1]([NH:4][C@H:5]([CH2:11][C:12]1[CH:16]=[CH:15][S:14][CH:13]=1)[C:6](OCC)=[O:7])(=[O:3])[CH3:2].[BH4-].[Na+]. Given the product [OH:7][CH2:6][C@H:5]([NH:4][C:1](=[O:3])[CH3:2])[CH2:11][C:12]1[CH:16]=[CH:15][S:14][CH:13]=1, predict the reactants needed to synthesize it.